From a dataset of Catalyst prediction with 721,799 reactions and 888 catalyst types from USPTO. Predict which catalyst facilitates the given reaction. (1) Reactant: [CH3:1][C:2]1([CH3:22])[N:6]2[C:7](=[O:20])[C:8]([N:11]3[C:15]4[N:16]=[CH:17][N:18]=[CH:19][C:14]=4C=C3)=[CH:9][CH:10]=[C:5]2[C:4](=[O:21])[NH:3]1.[ClH:23].[NH2:24][C@H:25]1[CH2:30]CC[C@@H](O)C1.S(=O)(=O)(O)O.[C:45](O[C:45]([O:47][C:48]([CH3:51])([CH3:50])[CH3:49])=[O:46])([O:47][C:48]([CH3:51])([CH3:50])[CH3:49])=[O:46]. Product: [Cl:23][C:10]1[CH:9]=[C:8]([NH:11][C:15]2[CH:14]=[CH:19][N:18]=[CH:17][N:16]=2)[C:7](=[O:20])[N:6]2[C:2]3([NH:3][C:4](=[O:21])[C:5]=12)[CH2:22][CH2:30][CH2:25][N:24]([C:45]([O:47][C:48]([CH3:49])([CH3:50])[CH3:51])=[O:46])[CH2:1]3. The catalyst class is: 12. (2) Reactant: [Cl:1][C:2]1[CH:3]=[C:4]([CH:41]=[CH:42][C:43]=1[Cl:44])[CH2:5][NH:6][C:7]1[CH:8]=[CH:9][C:10]([O:13][C:14]2[CH:19]=[CH:18][C:17]([CH2:20][NH:21][CH2:22][C:23]([N:25]3[CH2:30][CH2:29][N:28]([CH2:31][C:32]4[CH:40]=[CH:39][C:38]5[O:37][CH2:36][O:35][C:34]=5[CH:33]=4)[CH2:27][CH2:26]3)=[O:24])=[CH:16][CH:15]=2)=[N:11][CH:12]=1.[CH:45](=O)[CH3:46].C(O[BH-](OC(=O)C)OC(=O)C)(=O)C.[Na+].C(O)(=O)C. Product: [Cl:1][C:2]1[CH:3]=[C:4]([CH:41]=[CH:42][C:43]=1[Cl:44])[CH2:5][N:6]([CH2:45][CH3:46])[C:7]1[CH:8]=[CH:9][C:10]([O:13][C:14]2[CH:15]=[CH:16][C:17]([CH2:20][NH:21][CH2:22][C:23]([N:25]3[CH2:30][CH2:29][N:28]([CH2:31][C:32]4[CH:40]=[CH:39][C:38]5[O:37][CH2:36][O:35][C:34]=5[CH:33]=4)[CH2:27][CH2:26]3)=[O:24])=[CH:18][CH:19]=2)=[N:11][CH:12]=1. The catalyst class is: 68. (3) Reactant: [O:1]1[C:6]([C:7]2[CH:12]=[CH:11][N:10]=[CH:9][C:8]=2[N+:13]([O-])=O)=[CH:5][CH2:4][CH2:3][CH2:2]1. The catalyst class is: 19. Product: [O:1]1[CH2:2][CH2:3][CH2:4][CH2:5][CH:6]1[C:7]1[CH:12]=[CH:11][N:10]=[CH:9][C:8]=1[NH2:13]. (4) Reactant: [CH3:1][C:2]1[N:3]=[C:4]([NH:12][C:13](=[O:15])[CH3:14])[S:5][C:6]=1[C:7]1[CH:8]=[N:9][NH:10][CH:11]=1.C(N1C=C(C2SC(NC(=O)C)=NC=2C)C=N1)C1C=CC=CC=1.C(N(CC)C(C)C)(C)C.Cl[S:48]([C:51]1[CH:59]=[CH:58][C:54]([C:55]([OH:57])=[O:56])=[CH:53][CH:52]=1)(=[O:50])=[O:49].Cl.CCOCC. Product: [C:13]([NH:12][C:4]1[S:5][C:6]([C:7]2[CH:11]=[N:10][N:9]([S:48]([C:51]3[CH:52]=[CH:53][C:54]([C:55]([OH:57])=[O:56])=[CH:58][CH:59]=3)(=[O:50])=[O:49])[CH:8]=2)=[C:2]([CH3:1])[N:3]=1)(=[O:15])[CH3:14]. The catalyst class is: 2. (5) Reactant: C([O:3][C:4]([C:6]1[N:15]=[C:14]([NH:16][C@H:17]2[CH2:22][CH2:21][CH2:20][CH2:19][C@H:18]2[NH:23][C:24]([NH:33][C:34]([O:36][C:37]([CH3:40])([CH3:39])[CH3:38])=[O:35])=[N:25][C:26]([O:28][C:29]([CH3:32])([CH3:31])[CH3:30])=[O:27])[C:13]2[C:8](=[CH:9][CH:10]=[C:11]([CH3:41])[CH:12]=2)[N:7]=1)=[O:5])C.[OH-].[Na+].S([O-])(O)(=O)=O.[K+]. Product: [C:37]([O:36][C:34]([NH:33][C:24]([NH:23][C@@H:18]1[CH2:19][CH2:20][CH2:21][CH2:22][C@@H:17]1[NH:16][C:14]1[C:13]2[C:8](=[CH:9][CH:10]=[C:11]([CH3:41])[CH:12]=2)[N:7]=[C:6]([C:4]([OH:5])=[O:3])[N:15]=1)=[N:25][C:26]([O:28][C:29]([CH3:32])([CH3:31])[CH3:30])=[O:27])=[O:35])([CH3:38])([CH3:39])[CH3:40]. The catalyst class is: 7. (6) Reactant: [Br:1][C:2]1[NH:3][C:4]([Br:8])=[C:5]([Br:7])[N:6]=1.C(=O)([O-])[O-].[Cs+].[Cs+].[CH2:15](Br)[C:16]1[CH:21]=[CH:20][CH:19]=[CH:18][CH:17]=1.Cl.O1CCOCC1. Product: [CH2:15]([N:3]1[C:4]([Br:8])=[C:5]([Br:7])[N:6]=[C:2]1[Br:1])[C:16]1[CH:21]=[CH:20][CH:19]=[CH:18][CH:17]=1. The catalyst class is: 9. (7) Reactant: C(OC(=O)N(C1S[C@:18]2([C:33]3[O:37][CH:36]=[N:35][C:34]=3[CH3:38])[C@H:20]([C@](C3C=C(N)C=CC=3F)(CF)N=1)C2)COCC[Si](C)(C)C)(C)(C)C.[NH2:40][C:41]1[CH:42]=[CH:43][C:44]([F:63])=[C:45]([C@:47]2([CH2:61][F:62])[C@H:53]3[C@:51]([C:54]4[O:58][CH:57]=[N:56][C:55]=4[CH3:59])([CH2:52]3)[S:50][C:49]([NH2:60])=[N:48]2)[CH:46]=1.C([N:66]([CH:70](C)C)C(C)C)C.CN([C:76]([O:80]N1N=NC2C=CC=NC1=2)=[N+](C)C)C.F[P-](F)(F)(F)(F)F.CC1C=CC(S(O)(=O)=O)=CC=1. Product: [NH2:60][C:49]1[S:50][C@:51]2([C:54]3[O:58][CH:57]=[N:56][C:55]=3[CH3:59])[C@H:53]([C@:47]([C:45]3[CH:46]=[C:41]([NH:40][C:76]([C:38]4[CH:34]=[N:35][C:36]([O:37][CH2:33][C:18]#[CH:20])=[CH:70][N:66]=4)=[O:80])[CH:42]=[CH:43][C:44]=3[F:63])([CH2:61][F:62])[N:48]=1)[CH2:52]2. The catalyst class is: 18.